This data is from Peptide-MHC class II binding affinity with 134,281 pairs from IEDB. The task is: Regression. Given a peptide amino acid sequence and an MHC pseudo amino acid sequence, predict their binding affinity value. This is MHC class II binding data. (1) The peptide sequence is TTVLDFHPGAGKTRR. The MHC is HLA-DQA10201-DQB10303 with pseudo-sequence HLA-DQA10201-DQB10303. The binding affinity (normalized) is 0.283. (2) The peptide sequence is AFILDEDNLFPKV. The MHC is DRB3_0101 with pseudo-sequence DRB3_0101. The binding affinity (normalized) is 0.869.